The task is: Predict which catalyst facilitates the given reaction.. This data is from Catalyst prediction with 721,799 reactions and 888 catalyst types from USPTO. Reactant: Cl[C:2]1[CH:9]=[CH:8][C:5]([C:6]#[N:7])=[CH:4][N:3]=1.C(N(CC)CC)C.[NH:17]1[CH2:22][CH2:21][CH2:20][C@@H:19]([NH:23][C:24]2[CH:29]=[CH:28][N:27]=[C:26]([C:30]3[CH:31]=[N:32][N:33]4[CH:38]=[CH:37][C:36]([C:39]#[N:40])=[CH:35][C:34]=34)[N:25]=2)[CH2:18]1.C(=O)([O-])O.[Na+]. Product: [C:6]([C:5]1[CH:8]=[CH:9][C:2]([N:17]2[CH2:22][CH2:21][CH2:20][C@@H:19]([NH:23][C:24]3[CH:29]=[CH:28][N:27]=[C:26]([C:30]4[CH:31]=[N:32][N:33]5[CH:38]=[CH:37][C:36]([C:39]#[N:40])=[CH:35][C:34]=45)[N:25]=3)[CH2:18]2)=[N:3][CH:4]=1)#[N:7]. The catalyst class is: 4.